From a dataset of Full USPTO retrosynthesis dataset with 1.9M reactions from patents (1976-2016). Predict the reactants needed to synthesize the given product. The reactants are: C(O[C:4]([C:6]1([CH2:19][CH2:20]OC)[CH2:11][CH2:10][N:9]([C:12](=[O:18])[CH2:13][CH2:14][CH:15]2[CH2:17][CH2:16]2)[CH2:8][CH2:7]1)=[O:5])C.[Cl-].C[Al+]C.[F:27][C:28]([F:38])([F:37])[O:29][C:30]1[CH:36]=[CH:35][C:33]([NH2:34])=[CH:32][CH:31]=1. Given the product [CH:15]1([CH2:14][CH2:13][C:12]([N:9]2[CH2:8][CH2:7][C:6]3([C:4](=[O:5])[N:34]([C:33]4[CH:35]=[CH:36][C:30]([O:29][C:28]([F:27])([F:37])[F:38])=[CH:31][CH:32]=4)[CH2:20][CH2:19]3)[CH2:11][CH2:10]2)=[O:18])[CH2:16][CH2:17]1, predict the reactants needed to synthesize it.